Dataset: HIV replication inhibition screening data with 41,000+ compounds from the AIDS Antiviral Screen. Task: Binary Classification. Given a drug SMILES string, predict its activity (active/inactive) in a high-throughput screening assay against a specified biological target. (1) The molecule is O=C(O)CCC(=NNc1nsc2ccccc12)c1ccccc1. The result is 0 (inactive). (2) The drug is CC(=O)OC1CC2(C)C(OC(C)=O)CC1C2(C)C. The result is 0 (inactive). (3) The drug is N#Cc1cc2c(n(NS(=O)(=O)c3ccccc3)c1=O)CCCC2. The result is 0 (inactive). (4) The drug is CC1CCOS(=O)O1. The result is 0 (inactive). (5) The molecule is COc1ccc(C2=C(Cl)c3cc(OC)c(OC)cc3C2OC)cc1OC. The result is 0 (inactive). (6) The molecule is OCc1ccc2c(c1)CC1(Cc3ccc(C=NO)cc3C1)C2. The result is 0 (inactive). (7) The compound is [Br-].c1ccc([P+](CCC[P+](c2ccccc2)(c2ccccc2)c2ccccc2)(c2ccccc2)c2ccccc2)cc1. The result is 0 (inactive). (8) The drug is CC1NC(=O)C(C(C)C)NC(=O)C2=CN(Cc3ccccc3)C=CC2NC(=O)C(C)NC(=O)C(C(C)C)NC(=O)C2=CN(Cc3ccccc3)C=CC2NC1=O. The result is 0 (inactive). (9) The result is 0 (inactive). The drug is O=C1CCC(=O)N1Sc1ccccc1. (10) The drug is CCOC(=O)C(=O)C(=CN1CCNC1=S)C(=O)OCC. The result is 0 (inactive).